This data is from Catalyst prediction with 721,799 reactions and 888 catalyst types from USPTO. The task is: Predict which catalyst facilitates the given reaction. (1) Reactant: Cl[C:2]1[C:11]2[N:12]=[C:13]([CH2:22][O:23][CH2:24][CH3:25])[N:14]([CH2:15][CH:16]3[O:20][N:19]([CH3:21])[CH2:18][CH2:17]3)[C:10]=2[C:9]2[CH:8]=[CH:7][CH:6]=[CH:5][C:4]=2[N:3]=1.[NH3:26]. Product: [CH2:24]([O:23][CH2:22][C:13]1[N:14]([CH2:15][CH:16]2[O:20][N:19]([CH3:21])[CH2:18][CH2:17]2)[C:10]2[C:9]3[CH:8]=[CH:7][CH:6]=[CH:5][C:4]=3[N:3]=[C:2]([NH2:26])[C:11]=2[N:12]=1)[CH3:25]. The catalyst class is: 5. (2) Reactant: [CH2:1]([O:3][C:4]1[C:37]([CH:38]([CH3:40])[CH3:39])=[CH:36][CH:35]=[CH:34][C:5]=1[CH2:6][N:7]([CH3:33])[C:8](=[O:32])[CH:9]=[CH:10][C:11]1[CH:31]=[N:30][C:14]2[NH:15][C:16](=[O:29])[CH2:17][N:18](CC3C=CC(OC)=CC=3)[CH2:19][C:13]=2[CH:12]=1)[CH3:2].[Cl:41]C(OC(Cl)C)=O. Product: [ClH:41].[CH2:1]([O:3][C:4]1[C:37]([CH:38]([CH3:39])[CH3:40])=[CH:36][CH:35]=[CH:34][C:5]=1[CH2:6][N:7]([CH3:33])[C:8](=[O:32])/[CH:9]=[CH:10]/[C:11]1[CH:31]=[N:30][C:14]2[NH:15][C:16](=[O:29])[CH2:17][NH:18][CH2:19][C:13]=2[CH:12]=1)[CH3:2]. The catalyst class is: 68. (3) Reactant: [F:1][C:2]([F:7])([F:6])[C:3]([OH:5])=[O:4].[OH:8][C:9]1([CH2:21][C:22]([CH3:25])([CH3:24])[CH3:23])[CH2:13][CH2:12][N:11](C(OC(C)(C)C)=O)[CH2:10]1. Product: [F:1][C:2]([F:7])([F:6])[C:3]([OH:5])=[O:4].[CH2:21]([C:9]1([OH:8])[CH2:13][CH2:12][NH:11][CH2:10]1)[C:22]([CH3:25])([CH3:24])[CH3:23]. The catalyst class is: 4. (4) Reactant: [CH3:1][O:2][C:3]1[CH:8]=[CH:7][C:6]([NH:9][NH:10][C:11]([NH2:13])=[O:12])=[CH:5][CH:4]=1.N1C=CC=CC=1.[CH3:20][O:21][C:22]1[CH:30]=[CH:29][C:25]([C:26](Cl)=[O:27])=[CH:24][CH:23]=1.C(OCC)(=O)C.O1CCCC1. Product: [CH3:20][O:21][C:22]1[CH:30]=[CH:29][C:25]([C:26]([N:9]([C:6]2[CH:5]=[CH:4][C:3]([O:2][CH3:1])=[CH:8][CH:7]=2)[NH:10][C:11]([NH2:13])=[O:12])=[O:27])=[CH:24][CH:23]=1. The catalyst class is: 93. (5) Reactant: C([N+](CCCC)(CCCC)CCCC)CCC.[P:18]([O:22][CH2:23][C@@H:24]1[C@@H:28]([O:29][P:30]([O:33][CH2:34][C@@H:35]2[C@@H:39]([OH:40])[C@@H:38]([OH:41])[C@H:37]([N:42]3[CH:50]=[N:49][C:48]4[C:43]3=[N:44][CH:45]=[N:46][C:47]=4[NH2:51])[O:36]2)([OH:32])=[O:31])[CH2:27][C@H:26]([N:52]2[CH:57]=[CH:56][C:55]([NH2:58])=[N:54][C:53]2=[O:59])[O:25]1)([OH:21])([OH:20])=[O:19].[N:60]([CH2:63][CH2:64][CH2:65][CH2:66][C@H:67]([NH:74][C:75]([O:77][C:78]([CH3:81])([CH3:80])[CH3:79])=[O:76])[C:68](OCC#N)=[O:69])=[N+:61]=[N-:62]. Product: [N:60]([CH2:63][CH2:64][CH2:65][CH2:66][C@@H:67]([NH:74][C:75]([O:77][C:78]([CH3:81])([CH3:80])[CH3:79])=[O:76])[C:68]([O:40][C@H:39]1[C@@H:38]([OH:41])[C@H:37]([N:42]2[CH:50]=[N:49][C:48]3[C:43]2=[N:44][CH:45]=[N:46][C:47]=3[NH2:51])[O:36][C@H:35]1[CH2:34][O:33][P:30]([O:29][C@H:28]1[CH2:27][C@H:26]([N:52]2[CH:57]=[CH:56][C:55]([NH2:58])=[N:54][C:53]2=[O:59])[O:25][C@@H:24]1[CH2:23][O:22][P:18]([OH:21])([OH:20])=[O:19])([OH:32])=[O:31])=[O:69])=[N+:61]=[N-:62]. The catalyst class is: 132. (6) Reactant: ClCCl.[F:4][C:5]1[CH:10]=[CH:9][C:8]([C:11]2[CH2:16][CH2:15][N:14]([C:17]3[N:22]=[CH:21][N:20]([CH2:23][C:24]4[CH:29]=[CH:28][C:27]([O:30][CH3:31])=[CH:26][CH:25]=4)[C:19](=[O:32])[N:18]=3)[CH2:13][CH:12]=2)=[CH:7][CH:6]=1.B(Br)(Br)Br. Product: [F:4][C:5]1[CH:10]=[CH:9][C:8]([C:11]2[CH2:16][CH2:15][N:14]([C:17]3[N:22]=[CH:21][N:20]([CH2:23][C:24]4[CH:25]=[CH:26][C:27]([O:30][CH2:31][C:24]5[CH:29]=[CH:28][C:27]([OH:30])=[CH:26][CH:25]=5)=[CH:28][CH:29]=4)[C:19](=[O:32])[N:18]=3)[CH2:13][CH:12]=2)=[CH:7][CH:6]=1. The catalyst class is: 6. (7) Reactant: [CH3:1][O:2][C:3]1[CH:4]=[C:5]2[C:10](=[CH:11][CH:12]=1)[N:9]=[CH:8][CH:7]=[C:6]2[O:13][CH2:14][CH:15]1[CH2:20][CH2:19][CH:18]([NH:21]C(=O)OC(C)(C)C)[CH2:17][CH2:16]1.C(O)(C(F)(F)F)=O. Product: [CH3:1][O:2][C:3]1[CH:4]=[C:5]2[C:10](=[CH:11][CH:12]=1)[N:9]=[CH:8][CH:7]=[C:6]2[O:13][CH2:14][C@H:15]1[CH2:20][CH2:19][C@H:18]([NH2:21])[CH2:17][CH2:16]1. The catalyst class is: 4. (8) Reactant: [CH2:1]([O:8][C:9]1[CH:14]=[CH:13][C:12]([C:15](=[O:17])[CH3:16])=[CH:11][C:10]=1[O:18][CH3:19])[C:2]1[CH:7]=[CH:6][CH:5]=[CH:4][CH:3]=1.[N+:20]([O-])([OH:22])=[O:21].S(=O)(=O)(O)O. Product: [CH2:1]([O:8][C:9]1[C:10]([O:18][CH3:19])=[CH:11][C:12]([C:15](=[O:17])[CH3:16])=[C:13]([N+:20]([O-:22])=[O:21])[CH:14]=1)[C:2]1[CH:3]=[CH:4][CH:5]=[CH:6][CH:7]=1. The catalyst class is: 2. (9) Reactant: C([O:4][C:5]1[C:22]([F:23])=[CH:21][C:8]2[O:9][CH2:10][C:11](=[O:20])[N:12]([CH:13]([CH3:19])[C:14]([O:16][CH2:17][CH3:18])=[O:15])[C:7]=2[CH:6]=1)(=O)C.N1CCOCC1. Product: [F:23][C:22]1[C:5]([OH:4])=[CH:6][C:7]2[N:12]([CH:13]([CH3:19])[C:14]([O:16][CH2:17][CH3:18])=[O:15])[C:11](=[O:20])[CH2:10][O:9][C:8]=2[CH:21]=1. The catalyst class is: 1. (10) Reactant: [OH:1][C:2]1[C:7]2[C@@:8]3([OH:46])[C@@:21]([O:25][CH3:26])([C@H:22]([OH:24])[CH2:23][C:6]=2[CH:5]=[C:4]([CH3:47])[C:3]=1[C:48]([O:50][CH3:51])=[O:49])[C:20](=[O:27])[C:19]1[C:10](=[CH:11][C:12]2[C:13](=[O:44])[C:14]([NH:30][C@@H:31]4[C@H:36]([O:37][CH3:38])[C:35](=[N:39][OH:40])[C@@H:34]([O:41][CH3:42])[C@H:33]([CH3:43])[O:32]4)=[CH:15][C:16](=[O:29])[C:17]=2[C:18]=1[OH:28])[C:9]3=[O:45].Cl.Cl.NO[CH2:56][CH2:57][NH3+:58].N1C=CC=CC=1. Product: [NH2:58][CH2:57][CH2:56][O:40]/[N:39]=[C:35]1\[C@@H:36]([O:37][CH3:38])[C@@H:31]([NH:30][C:14]2[C:13](=[O:44])[C:12]3[CH:11]=[C:10]4[C:19]([C:20](=[O:27])[C@@:21]5([O:25][CH3:26])[C@@:8]([OH:46])([C:9]4=[O:45])[C:7]4[C:2]([OH:1])=[C:3]([C:48]([O:50][CH3:51])=[O:49])[C:4]([CH3:47])=[CH:5][C:6]=4[CH2:23][C@H:22]5[OH:24])=[C:18]([OH:28])[C:17]=3[C:16](=[O:29])[CH:15]=2)[O:32][C@@H:33]([CH3:43])[C@@H:34]\1[O:41][CH3:42]. The catalyst class is: 5.